From a dataset of CYP2C19 inhibition data for predicting drug metabolism from PubChem BioAssay. Regression/Classification. Given a drug SMILES string, predict its absorption, distribution, metabolism, or excretion properties. Task type varies by dataset: regression for continuous measurements (e.g., permeability, clearance, half-life) or binary classification for categorical outcomes (e.g., BBB penetration, CYP inhibition). Dataset: cyp2c19_veith. (1) The molecule is COc1ccccc1C(c1nnnn1C(C)(C)C)N1CCCc2ccccc21. The result is 1 (inhibitor). (2) The molecule is O=S(=O)(c1ccccc1)N1CCC2(CCCN(c3ncccn3)C2)CC1. The result is 1 (inhibitor). (3) The drug is O=S1(=O)CCN(CCc2cn(Cc3ccc(C(F)(F)F)cc3)c3ccccc23)CC1. The result is 1 (inhibitor). (4) The molecule is NC(=O)CN1CCN(c2nc(-c3ccc(F)cc3)cs2)CC1. The result is 1 (inhibitor). (5) The compound is CN1C(=O)C[C@H](c2ccccc2)C1=O. The result is 0 (non-inhibitor). (6) The drug is CCN(c1ccccc1)c1cc(NC)[n+](C)c(C)n1. The result is 0 (non-inhibitor). (7) The molecule is CCN1CCC[C@@H](OC(=O)C(c2ccccc2)c2ccccc2)C1. The result is 0 (non-inhibitor). (8) The drug is C[C@H](C(=O)c1ccncc1)c1ccccn1. The result is 0 (non-inhibitor). (9) The compound is C(=C/c1nnc(-c2cccs2)o1)\c1ccccc1. The result is 1 (inhibitor). (10) The compound is CN1CCN(c2ncc3nc(-c4ccc(Cl)cc4)c(=O)n(C4CC4)c3n2)CC1. The result is 0 (non-inhibitor).